This data is from Reaction yield outcomes from USPTO patents with 853,638 reactions. The task is: Predict the reaction yield, written as a fraction of the theoretical maximum amount of product (1.0 means a 100% yield; for example, 0.34 means a 34% yield). (1) The reactants are [Cl:1][C:2]1[CH:3]=[C:4]([NH:17][C:18]2[C:27]3[C:22](=[CH:23][CH:24]=[C:25]([C:28]4[O:29][C:30]([CH:33]=O)=[CH:31][CH:32]=4)[CH:26]=3)[N:21]=[CH:20][N:19]=2)[CH:5]=[CH:6][C:7]=1[O:8][CH2:9][C:10]1[CH:15]=[CH:14][CH:13]=[C:12]([F:16])[CH:11]=1.Cl.C[O:37][C:38](=[O:41])[CH2:39][NH2:40].C(N(C(C)C)CC)(C)C.C(O[BH-](OC(=O)C)OC(=O)C)(=O)C.[Na+].[OH-].[Na+].Cl. The catalyst is O1CCCC1. The product is [Cl:1][C:2]1[CH:3]=[C:4]([NH:17][C:18]2[C:27]3[C:22](=[CH:23][CH:24]=[C:25]([C:28]4[O:29][C:30]([CH2:33][NH:40][CH2:39][C:38]([OH:37])=[O:41])=[CH:31][CH:32]=4)[CH:26]=3)[N:21]=[CH:20][N:19]=2)[CH:5]=[CH:6][C:7]=1[O:8][CH2:9][C:10]1[CH:15]=[CH:14][CH:13]=[C:12]([F:16])[CH:11]=1. The yield is 0.675. (2) The catalyst is CN(C=O)C.O. The yield is 0.940. The product is [OH:9][N:8]=[C:7]([Cl:12])[C@:5]1([CH3:10])[CH2:4][O:3][C:2]([CH3:11])([CH3:1])[O:6]1. The reactants are [CH3:1][C:2]1([CH3:11])[O:6][C@:5]([CH3:10])([CH:7]=[N:8][OH:9])[CH2:4][O:3]1.[Cl:12]N1C(=O)CCC1=O. (3) The reactants are [NH2:1][C:2]1[C:7]([CH2:8][NH:9][CH3:10])=[CH:6][C:5]([Br:11])=[CH:4][N:3]=1.[C:12](O[C:12]([O:14][C:15]([CH3:18])([CH3:17])[CH3:16])=[O:13])([O:14][C:15]([CH3:18])([CH3:17])[CH3:16])=[O:13]. The catalyst is C1COCC1. The product is [Br:11][C:5]1[CH:6]=[C:7]([CH2:8][N:9]([C:12]([O:14][C:15]([CH3:18])([CH3:17])[CH3:16])=[O:13])[CH3:10])[C:2]([NH:1][C:12]([O:14][C:15]([CH3:18])([CH3:17])[CH3:16])=[O:13])=[N:3][CH:4]=1. The yield is 0.850. (4) The reactants are [Cl:1][C:2]1[CH:3]=[C:4]([OH:11])[C:5](=[CH:9][CH:10]=1)[C:6]([OH:8])=O.[F:12][C:13]([F:26])([F:25])[C:14]1[CH:15]=[C:16]([CH:18]=[C:19]([C:21]([F:24])([F:23])[F:22])[CH:20]=1)[NH2:17]. No catalyst specified. The product is [Cl:1][C:2]1[CH:10]=[CH:9][C:5]([C:6]([NH:17][C:16]2[CH:18]=[C:19]([C:21]([F:22])([F:23])[F:24])[CH:20]=[C:14]([C:13]([F:12])([F:25])[F:26])[CH:15]=2)=[O:8])=[C:4]([OH:11])[CH:3]=1. The yield is 0.558.